Dataset: Forward reaction prediction with 1.9M reactions from USPTO patents (1976-2016). Task: Predict the product of the given reaction. (1) Given the reactants [CH2:1]([CH:3]([CH2:7][CH3:8])[C:4]([OH:6])=O)[CH3:2].C1C=CC2N(O)N=NC=2C=1.C(Cl)CCl.Cl.[CH2:24]([O:26][C:27]([C@@H:29]1[CH2:33][CH2:32][CH2:31][NH:30]1)=[O:28])[CH3:25].CN1CCOCC1, predict the reaction product. The product is: [CH2:24]([O:26][C:27]([C@@H:29]1[CH2:33][CH2:32][CH2:31][N:30]1[C:4](=[O:6])[CH:3]([CH2:1][CH3:2])[CH2:7][CH3:8])=[O:28])[CH3:25]. (2) Given the reactants FC(F)(F)S(O[C:7]1[C:12]([N+:13]([O-:15])=[O:14])=[CH:11][C:10]([CH:16]=[O:17])=[CH:9][C:8]=1[O:18][CH2:19][CH3:20])(=O)=O.[I-:23].[Na+].CCOC(C)=O, predict the reaction product. The product is: [CH2:19]([O:18][C:8]1[CH:9]=[C:10]([CH:11]=[C:12]([N+:13]([O-:15])=[O:14])[C:7]=1[I:23])[CH:16]=[O:17])[CH3:20]. (3) Given the reactants [C:1]1([C:7]2([CH3:16])[CH2:12][N:11]([CH3:13])[C:10](=[O:14])[NH:9][C:8]2=[O:15])[CH2:6][CH2:5][CH2:4][CH2:3][CH:2]=1.[H-].[Na+].Br[CH2:20][C:21]([C:23]1[CH:28]=[CH:27][CH:26]=[CH:25][CH:24]=1)=[O:22], predict the reaction product. The product is: [C:1]1([C:7]2([CH3:16])[CH2:12][N:11]([CH3:13])[C:10](=[O:14])[N:9]([CH2:20][C:21](=[O:22])[C:23]3[CH:28]=[CH:27][CH:26]=[CH:25][CH:24]=3)[C:8]2=[O:15])[CH2:6][CH2:5][CH2:4][CH2:3][CH:2]=1. (4) Given the reactants [Br:1][C:2]1[CH:8]=[CH:7][C:5]([NH2:6])=[C:4]([O:9][CH3:10])[CH:3]=1.[C:11](O[C:11]([O:13][C:14]([CH3:17])([CH3:16])[CH3:15])=[O:12])([O:13][C:14]([CH3:17])([CH3:16])[CH3:15])=[O:12], predict the reaction product. The product is: [Br:1][C:2]1[CH:8]=[CH:7][C:5]([NH:6][C:11](=[O:12])[O:13][C:14]([CH3:17])([CH3:16])[CH3:15])=[C:4]([O:9][CH3:10])[CH:3]=1. (5) Given the reactants [CH3:1][NH:2][CH3:3].Br[C:5]1[CH:10]=[CH:9][C:8]([N:11]2[C:20](=[O:21])[C:19]3[C:14](=[CH:15][CH:16]=[CH:17][CH:18]=3)[N:13]=[C:12]2[C:22]2[CH:23]=[C:24]3[C:28](=[CH:29][CH:30]=2)[N:27](C(OC(C)(C)C)=O)[CH:26]=[CH:25]3)=[CH:7][CH:6]=1, predict the reaction product. The product is: [CH3:1][N:2]([CH3:3])[C:5]1[CH:6]=[CH:7][C:8]([N:11]2[C:20](=[O:21])[C:19]3[C:14](=[CH:15][CH:16]=[CH:17][CH:18]=3)[N:13]=[C:12]2[C:22]2[CH:23]=[C:24]3[C:28](=[CH:29][CH:30]=2)[NH:27][CH:26]=[CH:25]3)=[CH:9][CH:10]=1. (6) Given the reactants [NH2:1][C:2]1[C:3]([NH:17][CH2:18][CH:19]2[CH2:24][CH2:23][N:22](C(OC(C)(C)C)=O)[CH2:21][CH2:20]2)=[CH:4][C:5]([NH:8][C:9]2[CH:14]=[N:13][C:12]([C:15]#[N:16])=[CH:11][N:10]=2)=[N:6][CH:7]=1.CC1C=CC(S(O)(=O)=O)=CC=1, predict the reaction product. The product is: [NH2:1][C:2]1[C:3]([NH:17][CH2:18][CH:19]2[CH2:24][CH2:23][NH:22][CH2:21][CH2:20]2)=[CH:4][C:5]([NH:8][C:9]2[N:10]=[CH:11][C:12]([C:15]#[N:16])=[N:13][CH:14]=2)=[N:6][CH:7]=1. (7) Given the reactants [NH2:1][C:2]1[C:3]([C:13]([OH:15])=O)=[N:4][C:5]([Br:12])=[C:6]([C:8]([F:11])([F:10])[F:9])[N:7]=1.[NH2:16][C:17]1[NH:21][N:20]=[CH:19][C:18]=1[C:22]1[CH:27]=[CH:26][CH:25]=[CH:24][N:23]=1.CN(C(ON1N=NC2C=CC=NC1=2)=[N+](C)C)C.F[P-](F)(F)(F)(F)F.CN1CCOCC1, predict the reaction product. The product is: [NH2:1][C:2]1[C:3]([C:13]([NH:16][C:17]2[NH:21][N:20]=[CH:19][C:18]=2[C:22]2[CH:27]=[CH:26][CH:25]=[CH:24][N:23]=2)=[O:15])=[N:4][C:5]([Br:12])=[C:6]([C:8]([F:9])([F:10])[F:11])[N:7]=1.